Dataset: Full USPTO retrosynthesis dataset with 1.9M reactions from patents (1976-2016). Task: Predict the reactants needed to synthesize the given product. (1) Given the product [C:1]([C:3]([C:4]1[CH:5]=[C:6]([CH:30]=[C:31]([OH:33])[CH:32]=1)[C:7]([NH:9][C:10]1[CH:15]=[CH:14][C:13]([CH3:16])=[C:12]([NH:17][C:18]2[CH:19]=[C:20]3[C:25](=[CH:26][CH:27]=2)[N:24]=[CH:23][N:22]([CH3:28])[C:21]3=[O:29])[CH:11]=1)=[O:8])([CH3:35])[CH3:36])#[N:2], predict the reactants needed to synthesize it. The reactants are: [C:1]([C:3]([CH3:36])([CH3:35])[C:4]1[CH:5]=[C:6]([CH:30]=[C:31]([O:33]C)[CH:32]=1)[C:7]([NH:9][C:10]1[CH:15]=[CH:14][C:13]([CH3:16])=[C:12]([NH:17][C:18]2[CH:19]=[C:20]3[C:25](=[CH:26][CH:27]=2)[N:24]=[CH:23][N:22]([CH3:28])[C:21]3=[O:29])[CH:11]=1)=[O:8])#[N:2].[OH-].[Na+]. (2) The reactants are: Br[CH2:2][CH2:3][CH2:4][CH2:5][CH2:6][CH2:7][C:8]([O:10][CH2:11][CH3:12])=[O:9].[CH3:13][NH:14][CH2:15][C:16]1[CH:21]=[CH:20][CH:19]=[CH:18][CH:17]=1.C(=O)([O-])[O-].[K+].[K+]. Given the product [CH2:15]([N:14]([CH3:13])[CH2:2][CH2:3][CH2:4][CH2:5][CH2:6][CH2:7][C:8]([O:10][CH2:11][CH3:12])=[O:9])[C:16]1[CH:21]=[CH:20][CH:19]=[CH:18][CH:17]=1, predict the reactants needed to synthesize it. (3) Given the product [C:10]([C:14]1[CH:19]=[C:18]([OH:20])[CH:17]=[C:16]([C:21]([CH3:24])([CH3:23])[CH3:22])[C:15]=1[OH:25])([CH3:13])([CH3:12])[CH3:11], predict the reactants needed to synthesize it. The reactants are: O.S(S([O-])=O)([O-])=O.[Na+].[Na+].[C:10]([C:14]1[C:15](=[O:25])[C:16]([C:21]([CH3:24])([CH3:23])[CH3:22])=[CH:17][C:18](=[O:20])[CH:19]=1)([CH3:13])([CH3:12])[CH3:11]. (4) The reactants are: [N+:1]([C:4]1[CH:5]=[C:6]([CH2:14][OH:15])[CH:7]=[CH:8][C:9]=1[C:10]([F:13])([F:12])[F:11])([O-])=O. Given the product [NH2:1][C:4]1[CH:5]=[C:6]([CH2:14][OH:15])[CH:7]=[CH:8][C:9]=1[C:10]([F:11])([F:12])[F:13], predict the reactants needed to synthesize it.